This data is from Catalyst prediction with 721,799 reactions and 888 catalyst types from USPTO. The task is: Predict which catalyst facilitates the given reaction. (1) Reactant: [OH:1][CH2:2][C:3]([CH2:8][OH:9])([CH2:6][OH:7])[CH2:4][OH:5].C(N(CC)CC)C.[S:17](Cl)([CH3:20])(=[O:19])=[O:18]. Product: [S:17]([CH:4]([OH:5])[C:3]([CH:8]([S:17]([CH3:20])(=[O:19])=[O:18])[OH:9])([CH:6]([S:17]([CH3:20])(=[O:19])=[O:18])[OH:7])[CH:2]([S:17]([CH3:20])(=[O:19])=[O:18])[OH:1])([CH3:20])(=[O:19])=[O:18]. The catalyst class is: 11. (2) Reactant: [NH:1]1[CH:5]=[CH:4][N:3]=[C:2]1[C:6]1[CH:7]=[CH:8][C:9]([CH3:22])=[C:10]([NH:12][C:13](=[O:21])[C:14]2[CH:19]=[CH:18][C:17]([OH:20])=[CH:16][CH:15]=2)[CH:11]=1.[CH3:23][O:24][C:25]1[CH:26]=[CH:27][C:28]([CH2:31]O)=[N:29][CH:30]=1.C1(P(C2C=CC=CC=2)C2C=CC=CC=2)C=CC=CC=1.N(/C(OC(C)C)=O)=N\C(OC(C)C)=O. Product: [NH:1]1[CH:5]=[CH:4][N:3]=[C:2]1[C:6]1[CH:7]=[CH:8][C:9]([CH3:22])=[C:10]([NH:12][C:13](=[O:21])[C:14]2[CH:19]=[CH:18][C:17]([O:20][CH2:31][C:28]3[CH:27]=[CH:26][C:25]([O:24][CH3:23])=[CH:30][N:29]=3)=[CH:16][CH:15]=2)[CH:11]=1. The catalyst class is: 1. (3) Reactant: [Cl-].[Al+3].[Cl-].[Cl-].[C:5]1([S:11]([CH2:14][C:15]2[C:20]([C:21]([O:23][CH3:24])=[O:22])=[C:19]([O:25]C)[C:18]([Br:27])=[CH:17][CH:16]=2)(=[O:13])=[O:12])[CH:10]=[CH:9][CH:8]=[CH:7][CH:6]=1.CN(C)C1C=CC=CC=1. Product: [C:5]1([S:11]([CH2:14][C:15]2[C:20]([C:21]([O:23][CH3:24])=[O:22])=[C:19]([OH:25])[C:18]([Br:27])=[CH:17][CH:16]=2)(=[O:13])=[O:12])[CH:6]=[CH:7][CH:8]=[CH:9][CH:10]=1. The catalyst class is: 2. (4) Reactant: [NH2:1][CH:2]1[C:24](=[O:25])[N:4]2[C:5]([C:21]([OH:23])=[O:22])=[C:6]([CH2:9][S:10][C:11]3[N:15]([CH2:16][S:17]([OH:20])(=[O:19])=[O:18])[N:14]=[N:13][N:12]=3)[CH2:7][S:8][C@H:3]12.[OH-].[Na+].[C:28](=[O:31])(O)[O-].[Na+].Cl.[C:34]([OH:37])(=O)[CH3:35].[C:38](O)(=O)[CH3:39].[CH2:42]([NH:46][CH2:47][CH2:48][NH:49][CH2:50][CH:51]([CH3:53])[CH3:52])[CH:43]([CH3:45])[CH3:44]. Product: [CH2:50]([NH:49][CH2:48][CH2:47][NH:46][CH2:42][CH:43]([CH3:45])[CH3:44])[CH:51]([CH3:52])[CH3:53].[C:28]([NH:1][CH:2]1[C:24](=[O:25])[N:4]2[C:5]([C:21]([OH:23])=[O:22])=[C:6]([CH2:9][S:10][C:11]3[N:15]([CH2:16][S:17]([OH:20])(=[O:18])=[O:19])[N:14]=[N:13][N:12]=3)[CH2:7][S:8][C@H:3]12)(=[O:31])[C@@H:34]([C:35]1[CH:39]=[CH:38][CH:44]=[CH:43][CH:42]=1)[OH:37]. The catalyst class is: 657. (5) Reactant: C1C=CC(C(Cl)(C2C(Cl)=CC=CC=2)C2C=CC=CC=2)=CC=1.C1(O[C:36]([NH:38][CH2:39][CH2:40][C:41]2[CH:42]=[CH:43][C:44]([OH:58])=[C:45]([N:47]=[N:48][C:49]3[CH:57]=[CH:56][C:52]([C:53]([OH:55])=[O:54])=[CH:51][CH:50]=3)[CH:46]=2)=[O:37])C2CC3C(=CC=CC=3)C=2C=CC=1.CCN(C(C)C)C(C)C.OC([CH2:71][CH2:72][CH2:73][CH2:74][C@H:75]1[C@@H:83]2[C@@H:78]([NH:79][C:80]([NH:82]2)=[O:81])[CH2:77][S:76]1)=O.C1CN([P+](ON2N=NC3C=CC=CC2=3)(N2CCCC2)N2CCCC2)CC1.F[P-](F)(F)(F)(F)F. Product: [C:36]([NH:38][CH2:39][CH2:40][C:41]1[CH:42]=[CH:43][C:44]([OH:58])=[C:45]([N:47]=[N:48][C:49]2[CH:50]=[CH:51][C:52]([C:53]([OH:55])=[O:54])=[CH:56][CH:57]=2)[CH:46]=1)(=[O:37])[CH2:71][CH2:72][CH2:73][CH2:74][C@H:75]1[C@@H:83]2[C@@H:78]([NH:79][C:80]([NH:82]2)=[O:81])[CH2:77][S:76]1. The catalyst class is: 655. (6) Reactant: [F:1][C:2]1[CH:7]=[CH:6][C:5]([CH2:8][C:9](Cl)=[O:10])=[CH:4][CH:3]=1.[CH3:12][C:13]1(C)[O:18]C(=O)[CH2:16][C:15](=O)[O:14]1.CCN(C(C)C)C(C)C. Product: [F:1][C:2]1[CH:7]=[CH:6][C:5]([CH2:8][C:9](=[O:10])[CH2:12][C:13]([O:14][CH2:15][CH3:16])=[O:18])=[CH:4][CH:3]=1. The catalyst class is: 2. (7) Reactant: C(NC(C)C)(C)C.C([Li])CCC.[N:13]1[C:22]2[C:21](=[O:23])[CH2:20][CH2:19][CH2:18][C:17]=2[CH:16]=[CH:15][CH:14]=1.[C:24](#[N:27])[CH:25]=[CH2:26]. Product: [O:23]=[C:21]1[C:22]2[N:13]=[CH:14][CH:15]=[CH:16][C:17]=2[CH2:18][CH2:19][CH:20]1[CH2:26][CH2:25][C:24]#[N:27]. The catalyst class is: 7. (8) Reactant: C([O:3][C:4]([C@@H:6]1[CH2:11][CH2:10][C@@H:9]([NH:12][O:13][CH2:14][C:15]2[CH:20]=[CH:19][CH:18]=[CH:17][CH:16]=2)[CH2:8][NH:7]1)=O)C.[NH3:21]. Product: [CH2:14]([O:13][NH:12][C@H:9]1[CH2:8][NH:7][C@H:6]([C:4]([NH2:21])=[O:3])[CH2:11][CH2:10]1)[C:15]1[CH:20]=[CH:19][CH:18]=[CH:17][CH:16]=1. The catalyst class is: 5. (9) Reactant: [NH2:1][C:2]1[N:7]=[CH:6][C:5]([C:8]2[N:9]=[C:10]([N:20]3[CH2:25][CH2:24][O:23][CH2:22][CH2:21]3)[C:11]3[S:16][C:15]([C:17](O)=[O:18])=[CH:14][C:12]=3[N:13]=2)=[CH:4][N:3]=1.C1N=CN(C(N2C=NC=C2)=O)C=1.O[N:39]=[C:40]([NH2:44])[CH2:41][CH2:42][OH:43]. Product: [NH2:1][C:2]1[N:7]=[CH:6][C:5]([C:8]2[N:9]=[C:10]([N:20]3[CH2:21][CH2:22][O:23][CH2:24][CH2:25]3)[C:11]3[S:16][C:15]([C:17]4[O:18][N:44]=[C:40]([CH2:41][CH2:42][OH:43])[N:39]=4)=[CH:14][C:12]=3[N:13]=2)=[CH:4][N:3]=1. The catalyst class is: 173.